From a dataset of Forward reaction prediction with 1.9M reactions from USPTO patents (1976-2016). Predict the product of the given reaction. (1) Given the reactants [CH2:1]([NH2:7])[CH2:2][CH2:3][CH2:4][CH2:5][CH3:6].C1(C)C=CC=CC=1.[CH2:15]([O:22][C:23]1[C:24]([CH3:32])=[N:25][C:26](Br)=[C:27]([CH3:30])[C:28]=1[CH3:29])[C:16]1[CH:21]=[CH:20][CH:19]=[CH:18][CH:17]=1.CC([O-])(C)C.[Na+], predict the reaction product. The product is: [CH2:15]([O:22][C:23]1[C:28]([CH3:29])=[C:27]([CH3:30])[C:26]([NH:7][CH2:1][CH2:2][CH2:3][CH2:4][CH2:5][CH3:6])=[N:25][C:24]=1[CH3:32])[C:16]1[CH:21]=[CH:20][CH:19]=[CH:18][CH:17]=1. (2) The product is: [Cl:8][C:5]1[N:4]=[C:3]([NH:17][CH2:18][C:19]2[CH:24]=[CH:23][CH:22]=[CH:21][N:20]=2)[C:2]([F:1])=[CH:7][N:6]=1. Given the reactants [F:1][C:2]1[C:3](Cl)=[N:4][C:5]([Cl:8])=[N:6][CH:7]=1.C(N(CC)CC)C.[NH2:17][CH2:18][C:19]1[CH:24]=[CH:23][CH:22]=[CH:21][N:20]=1, predict the reaction product.